From a dataset of Reaction yield outcomes from USPTO patents with 853,638 reactions. Predict the reaction yield, written as a fraction of the theoretical maximum amount of product (1.0 means a 100% yield; for example, 0.34 means a 34% yield). (1) The reactants are [CH2:1]([O:8][CH2:9][CH2:10][C@H:11]1[CH2:16][CH2:15][C@H:14](/[CH:17]=[N:18]/[S@@:19]([C:21]([CH3:24])([CH3:23])[CH3:22])=[O:20])[CH2:13][CH2:12]1)[C:2]1[CH:7]=[CH:6][CH:5]=[CH:4][CH:3]=1.[CH2:25]([Mg]Cl)[CH:26]=[CH2:27].N#N. The catalyst is C(Cl)Cl. The product is [CH2:1]([O:8][CH2:9][CH2:10][C@H:11]1[CH2:16][CH2:15][C@H:14]([CH:17]([NH:18][S@@:19]([C:21]([CH3:24])([CH3:23])[CH3:22])=[O:20])[CH2:27][CH:26]=[CH2:25])[CH2:13][CH2:12]1)[C:2]1[CH:7]=[CH:6][CH:5]=[CH:4][CH:3]=1. The yield is 1.00. (2) The reactants are [CH3:1][S:2](Cl)(=[O:4])=[O:3].[CH:6]([C@@H:19]1[O:24][CH2:23][C@@H:22]([OH:25])[CH2:21][CH2:20]1)([C:13]1[CH:18]=[CH:17][CH:16]=[CH:15][CH:14]=1)[C:7]1[CH:12]=[CH:11][CH:10]=[CH:9][CH:8]=1.C(N(CC)CC)C. The catalyst is C(Cl)Cl. The product is [CH:6]([C@@H:19]1[O:24][CH2:23][C@@H:22]([O:25][S:2]([CH3:1])(=[O:4])=[O:3])[CH2:21][CH2:20]1)([C:13]1[CH:18]=[CH:17][CH:16]=[CH:15][CH:14]=1)[C:7]1[CH:8]=[CH:9][CH:10]=[CH:11][CH:12]=1. The yield is 0.778. (3) The reactants are C([N:8]1[CH2:13][CH2:12][CH:11]([NH:14][C:15]2[C:16]([C:21]3[NH:30][C:29](=[O:31])[C:28]4[C:23](=[CH:24][C:25]([O:34][CH3:35])=[CH:26][C:27]=4[O:32][CH3:33])[N:22]=3)=[N:17][CH:18]=[CH:19][CH:20]=2)[CH2:10][CH2:9]1)C1C=CC=CC=1. The catalyst is C1COCC1.C(O)C.[Pd]. The product is [CH3:33][O:32][C:27]1[CH:26]=[C:25]([O:34][CH3:35])[CH:24]=[C:23]2[C:28]=1[C:29](=[O:31])[NH:30][C:21]([C:16]1[C:15]([NH:14][CH:11]3[CH2:12][CH2:13][NH:8][CH2:9][CH2:10]3)=[CH:20][CH:19]=[CH:18][N:17]=1)=[N:22]2. The yield is 0.350. (4) The reactants are CC1(C)C(C)(C)OB([C:9]2[CH:28]=[CH:27][C:12]([CH2:13][N:14]3[CH2:19][CH2:18][N:17]([C:20]([O:22][C:23]([CH3:26])([CH3:25])[CH3:24])=[O:21])[CH2:16][CH2:15]3)=[CH:11][CH:10]=2)O1.[F:30][C:31]1[CH:47]=[C:46]([N+:48]([O-:50])=[O:49])[CH:45]=[CH:44][C:32]=1[O:33][C:34]1[CH:39]=[CH:38][N:37]=[C:36]2[CH:40]=[C:41](I)[S:42][C:35]=12.[F-].[Cs+].C([O-])(O)=O.[Na+]. The catalyst is CCOC(C)=O.C1C=CC([P]([Pd]([P](C2C=CC=CC=2)(C2C=CC=CC=2)C2C=CC=CC=2)([P](C2C=CC=CC=2)(C2C=CC=CC=2)C2C=CC=CC=2)[P](C2C=CC=CC=2)(C2C=CC=CC=2)C2C=CC=CC=2)(C2C=CC=CC=2)C2C=CC=CC=2)=CC=1.COCCOC.O. The product is [F:30][C:31]1[CH:47]=[C:46]([N+:48]([O-:50])=[O:49])[CH:45]=[CH:44][C:32]=1[O:33][C:34]1[CH:39]=[CH:38][N:37]=[C:36]2[CH:40]=[C:41]([C:9]3[CH:28]=[CH:27][C:12]([CH2:13][N:14]4[CH2:19][CH2:18][N:17]([C:20]([O:22][C:23]([CH3:26])([CH3:25])[CH3:24])=[O:21])[CH2:16][CH2:15]4)=[CH:11][CH:10]=3)[S:42][C:35]=12. The yield is 0.500.